This data is from Full USPTO retrosynthesis dataset with 1.9M reactions from patents (1976-2016). The task is: Predict the reactants needed to synthesize the given product. Given the product [O:11]1[CH2:12][CH:9]([O:8][CH2:7][C:6]2[CH:5]=[C:4]([CH:15]=[CH:14][CH:13]=2)[NH2:1])[CH2:10]1, predict the reactants needed to synthesize it. The reactants are: [N+:1]([C:4]1[CH:5]=[C:6]([CH:13]=[CH:14][CH:15]=1)[CH2:7][O:8][CH:9]1[CH2:12][O:11][CH2:10]1)([O-])=O.